This data is from Reaction yield outcomes from USPTO patents with 853,638 reactions. The task is: Predict the reaction yield, written as a fraction of the theoretical maximum amount of product (1.0 means a 100% yield; for example, 0.34 means a 34% yield). (1) The reactants are [C:1]([O:9][CH3:10])(=[O:8])[C:2]1[CH:7]=[CH:6][CH:5]=[CH:4][CH:3]=1.[NH:11]1[CH2:16][CH2:15][CH:14](CO)[CH2:13][CH2:12]1. The catalyst is C1(C)C=CC=CC=1. The product is [C:1]([O:9][CH2:10][CH:14]1[CH2:15][CH2:16][NH:11][CH2:12][CH2:13]1)(=[O:8])[C:2]1[CH:7]=[CH:6][CH:5]=[CH:4][CH:3]=1. The yield is 0.880. (2) The reactants are [Cl:1][C:2]1[CH:7]=[CH:6][C:5]([CH2:8][C:9]([OH:11])=O)=[CH:4][CH:3]=1.[NH2:12][C:13]1[N:14]=[CH:15][C:16]2[C:21]([C:22]([C:24]3[CH:25]=[N:26][CH:27]=[C:28]([NH2:30])[CH:29]=3)=[O:23])=[CH:20][N:19]([CH:31]([CH3:34])[CH2:32][OH:33])[C:17]=2[N:18]=1.CN(C(ON1N=NC2C=CC=NC1=2)=[N+](C)C)C.F[P-](F)(F)(F)(F)F.C(=O)(O)[O-].[Na+]. The catalyst is N1C=CC=CC=1. The product is [NH2:12][C:13]1[N:14]=[CH:15][C:16]2[C:21]([C:22]([C:24]3[CH:29]=[C:28]([NH:30][C:9](=[O:11])[CH2:8][C:5]4[CH:4]=[CH:3][C:2]([Cl:1])=[CH:7][CH:6]=4)[CH:27]=[N:26][CH:25]=3)=[O:23])=[CH:20][N:19]([CH:31]([CH3:34])[CH2:32][OH:33])[C:17]=2[N:18]=1. The yield is 0.480. (3) The reactants are C1[O:11][C:10]2[CH:9]=[CH:8][C:5]([C:6]#[N:7])=[CH:4][C:3]=2[O:2]1.C([N-]C(C)C)(C)C.[Li+].CN1CCN(C)C1=O. No catalyst specified. The product is [OH:2][C:3]1[CH:4]=[C:5]([CH:8]=[CH:9][C:10]=1[OH:11])[C:6]#[N:7]. The yield is 0.940. (4) The reactants are CON(C)[C:4]([C:6]1[N:7]=[N:8][CH:9]=[CH:10][CH:11]=1)=[O:5].[CH3:13]C(O)=O.OO. The catalyst is C1COCC1. The product is [N:8]1[CH:9]=[CH:10][CH:11]=[C:6]([CH:4]([OH:5])[CH3:13])[N:7]=1. The yield is 0.350. (5) The reactants are C([NH:8][C@H:9]1[C@H:18]([OH:19])[CH2:17][CH2:16][C:11]2([O:15][CH2:14][CH2:13][O:12]2)[CH2:10]1)C1C=CC=CC=1.[H][H]. The catalyst is CO.[Pd]. The product is [NH2:8][C@H:9]1[C@H:18]([OH:19])[CH2:17][CH2:16][C:11]2([O:12][CH2:13][CH2:14][O:15]2)[CH2:10]1. The yield is 0.860. (6) The reactants are [I:1][C:2]1[C:10]2[N:9]=[CH:8][NH:7][C:6]=2[CH:5]=[CH:4][CH:3]=1.[H-].[Na+].[CH3:13][Si:14]([CH3:21])([CH3:20])[CH2:15][CH2:16][O:17][CH2:18]Cl.O. The catalyst is CN(C=O)C. The product is [I:1][C:2]1[C:10]2[N:9]=[CH:8][N:7]([CH2:18][O:17][CH2:16][CH2:15][Si:14]([CH3:21])([CH3:20])[CH3:13])[C:6]=2[CH:5]=[CH:4][CH:3]=1. The yield is 0.780. (7) The reactants are F[P-](F)(F)(F)(F)F.N1(OC(N(C)C)=[N+](C)C)C2N=CC=CC=2N=N1.C(N(CC)C(C)C)(C)C.[NH2:34][CH2:35][CH2:36][OH:37].[Br:38][C:39]1[O:43][C:42]([C:44]([OH:46])=O)=[CH:41][CH:40]=1. The catalyst is ClCCl. The product is [Br:38][C:39]1[O:43][C:42]([C:44]([NH:34][CH2:35][CH2:36][OH:37])=[O:46])=[CH:41][CH:40]=1. The yield is 0.490. (8) The reactants are [C:1]([CH2:3][C:4]([OH:6])=O)#[N:2].[NH2:7][C:8]([O:10][CH2:11][CH3:12])=[O:9].C1(C)C=CC=CC=1.P(Cl)(Cl)(Cl)=O. The catalyst is O.CN(C=O)C. The product is [C:1]([CH2:3][C:4]([NH:7][C:8]([O:10][CH2:11][CH3:12])=[O:9])=[O:6])#[N:2]. The yield is 0.670.